Dataset: Forward reaction prediction with 1.9M reactions from USPTO patents (1976-2016). Task: Predict the product of the given reaction. (1) Given the reactants [NH2:1][C@H:2]1[CH2:7][CH2:6][C@H:5]([NH2:8])[CH2:4][CH2:3]1.C(O)(C)C.C(=O)=O.[N:16]([CH:19]1[CH2:24][CH2:23][CH2:22][CH2:21][CH2:20]1)=[C:17]=[O:18], predict the reaction product. The product is: [NH2:1][C@H:2]1[CH2:7][CH2:6][C@H:5]([NH:8][C:17]([NH:16][CH:19]2[CH2:24][CH2:23][CH2:22][CH2:21][CH2:20]2)=[O:18])[CH2:4][CH2:3]1. (2) Given the reactants [F:1][C:2]1[C:3]([C:20]2[N:25]=[CH:24][CH:23]=[CH:22][N:21]=2)=[C:4]([CH:17]=[CH:18][CH:19]=1)[C:5]([N:7]1[C@H:12]([CH3:13])[C@@H:11]2[CH2:14][CH2:15][C@H:8]1[C:9](=[O:16])[CH2:10]2)=[O:6].CO.[BH4-].[Na+], predict the reaction product. The product is: [F:1][C:2]1[C:3]([C:20]2[N:21]=[CH:22][CH:23]=[CH:24][N:25]=2)=[C:4]([C:5]([N:7]2[C@H:12]([CH3:13])[C@@H:11]3[CH2:14][CH2:15][C@H:8]2[C@H:9]([OH:16])[CH2:10]3)=[O:6])[CH:17]=[CH:18][CH:19]=1.